From a dataset of NCI-60 drug combinations with 297,098 pairs across 59 cell lines. Regression. Given two drug SMILES strings and cell line genomic features, predict the synergy score measuring deviation from expected non-interaction effect. (1) Drug 1: CC(CN1CC(=O)NC(=O)C1)N2CC(=O)NC(=O)C2. Drug 2: C1C(C(OC1N2C=C(C(=O)NC2=O)F)CO)O. Cell line: BT-549. Synergy scores: CSS=12.8, Synergy_ZIP=-10.3, Synergy_Bliss=-12.5, Synergy_Loewe=-10.7, Synergy_HSA=-7.50. (2) Drug 1: C(=O)(N)NO. Drug 2: CS(=O)(=O)OCCCCOS(=O)(=O)C. Cell line: HCT-15. Synergy scores: CSS=4.33, Synergy_ZIP=2.90, Synergy_Bliss=2.32, Synergy_Loewe=2.74, Synergy_HSA=1.17. (3) Drug 1: CC1C(C(=O)NC(C(=O)N2CCCC2C(=O)N(CC(=O)N(C(C(=O)O1)C(C)C)C)C)C(C)C)NC(=O)C3=C4C(=C(C=C3)C)OC5=C(C(=O)C(=C(C5=N4)C(=O)NC6C(OC(=O)C(N(C(=O)CN(C(=O)C7CCCN7C(=O)C(NC6=O)C(C)C)C)C)C(C)C)C)N)C. Drug 2: CCC1(CC2CC(C3=C(CCN(C2)C1)C4=CC=CC=C4N3)(C5=C(C=C6C(=C5)C78CCN9C7C(C=CC9)(C(C(C8N6C=O)(C(=O)OC)O)OC(=O)C)CC)OC)C(=O)OC)O.OS(=O)(=O)O. Cell line: UACC-257. Synergy scores: CSS=8.39, Synergy_ZIP=-4.34, Synergy_Bliss=-1.74, Synergy_Loewe=-19.4, Synergy_HSA=-5.04. (4) Cell line: UACC62. Drug 1: C1=CC(=CC=C1CC(C(=O)O)N)N(CCCl)CCCl.Cl. Synergy scores: CSS=12.2, Synergy_ZIP=-0.726, Synergy_Bliss=3.62, Synergy_Loewe=-3.44, Synergy_HSA=1.08. Drug 2: C(CN)CNCCSP(=O)(O)O. (5) Drug 1: CC=C1C(=O)NC(C(=O)OC2CC(=O)NC(C(=O)NC(CSSCCC=C2)C(=O)N1)C(C)C)C(C)C. Drug 2: C(CCl)NC(=O)N(CCCl)N=O. Cell line: HCT-15. Synergy scores: CSS=-0.229, Synergy_ZIP=5.21, Synergy_Bliss=-8.67, Synergy_Loewe=-5.52, Synergy_HSA=-9.20.